This data is from Reaction yield outcomes from USPTO patents with 853,638 reactions. The task is: Predict the reaction yield, written as a fraction of the theoretical maximum amount of product (1.0 means a 100% yield; for example, 0.34 means a 34% yield). (1) The reactants are Br[C:2]1[C:3]2[N:11]([CH2:12][CH3:13])[C:10]([C:14]3[C:15]([NH2:19])=[N:16][O:17][N:18]=3)=[N:9][C:4]=2[C:5]([Cl:8])=[N:6][CH:7]=1.C([Mg]Cl)(C)C.B(OC)(OC)[O:26]C.C(=O)=O.CC(C)=O. The catalyst is C1COCC1. The product is [NH2:19][C:15]1[C:14]([C:10]2[N:11]([CH2:12][CH3:13])[C:3]3[C:2]([OH:26])=[CH:7][N:6]=[C:5]([Cl:8])[C:4]=3[N:9]=2)=[N:18][O:17][N:16]=1. The yield is 0.880. (2) The reactants are [NH2:1][C:2]1[CH:3]=[C:4]([C:9]2[CH:10]=[CH:11][C:12]3[O:18][CH2:17][CH2:16][N:15]([C:19]([C:21]4[CH:26]=[CH:25][C:24]([S:27]([CH3:30])(=[O:29])=[O:28])=[CH:23][CH:22]=4)=[O:20])[CH2:14][C:13]=3[CH:31]=2)[CH:5]=[CH:6][C:7]=1[NH2:8].CC(O)=O.[N:36]([O-])=O.[Na+]. The catalyst is CO.O.C(Cl)Cl. The product is [NH:1]1[C:2]2[CH:3]=[C:4]([C:9]3[CH:10]=[CH:11][C:12]4[O:18][CH2:17][CH2:16][N:15]([C:19]([C:21]5[CH:26]=[CH:25][C:24]([S:27]([CH3:30])(=[O:29])=[O:28])=[CH:23][CH:22]=5)=[O:20])[CH2:14][C:13]=4[CH:31]=3)[CH:5]=[CH:6][C:7]=2[N:8]=[N:36]1. The yield is 0.620. (3) The reactants are [NH2:1][C:2]1[CH:20]=[CH:19][C:5]([O:6][C:7]2[C:16]3[N:15]=[C:14]([CH3:17])[C:13](=[O:18])[NH:12][C:11]=3[N:10]=[CH:9][CH:8]=2)=[CH:4][C:3]=1[S:21][CH3:22].[C:23]([C:27]1[CH:31]=[C:30]([N:32]=[C:33]=[O:34])[N:29]([C:35]2[CH:40]=[CH:39][CH:38]=[CH:37][CH:36]=2)[N:28]=1)([CH3:26])([CH3:25])[CH3:24]. The yield is 0.510. The product is [C:23]([C:27]1[CH:31]=[C:30]([NH:32][C:33]([NH:1][C:2]2[CH:20]=[CH:19][C:5]([O:6][C:7]3[C:16]4[N:15]=[C:14]([CH3:17])[C:13](=[O:18])[NH:12][C:11]=4[N:10]=[CH:9][CH:8]=3)=[CH:4][C:3]=2[S:21][CH3:22])=[O:34])[N:29]([C:35]2[CH:40]=[CH:39][CH:38]=[CH:37][CH:36]=2)[N:28]=1)([CH3:26])([CH3:24])[CH3:25]. No catalyst specified. (4) The reactants are [C:1]([O:5][C:6](=[O:30])[NH:7][CH:8]([C:25](=[O:29])[N:26]([CH3:28])[CH3:27])[CH2:9][C:10]1[CH:15]=[CH:14][C:13]([O:16][C:17]2[CH:22]=[CH:21][C:20]([CH:23]=[O:24])=[CH:19][CH:18]=2)=[CH:12][CH:11]=1)([CH3:4])([CH3:3])[CH3:2].[Mn]([O-])(=O)(=O)=[O:32].[K+]. The catalyst is C1COCC1.O. The product is [C:1]([O:5][C:6]([NH:7][CH:8]([C:25](=[O:29])[N:26]([CH3:27])[CH3:28])[CH2:9][C:10]1[CH:15]=[CH:14][C:13]([O:16][C:17]2[CH:18]=[CH:19][C:20]([C:23]([OH:32])=[O:24])=[CH:21][CH:22]=2)=[CH:12][CH:11]=1)=[O:30])([CH3:3])([CH3:2])[CH3:4]. The yield is 0.910. (5) The reactants are [Br:1][C:2]1[CH:3]=[N:4][CH:5]=[C:6]([Br:10])[C:7]=1[CH:8]=O.[CH3:11][NH:12][NH2:13]. No catalyst specified. The product is [Br:1][C:2]1[CH:3]=[N:4][CH:5]=[C:6]([Br:10])[C:7]=1/[CH:8]=[N:13]/[NH:12][CH3:11]. The yield is 0.960. (6) The reactants are [F:1][C:2]1[CH:7]=[CH:6][C:5]([C:8]2[C:12]([CH2:13][O:14][C:15]3[CH:23]=[CH:22][C:18]([C:19]([OH:21])=O)=[CH:17][N:16]=3)=[C:11]([CH3:24])[O:10][N:9]=2)=[CH:4][CH:3]=1.[NH:25]1[CH2:30][CH2:29][O:28][CH2:27][CH2:26]1. No catalyst specified. The product is [F:1][C:2]1[CH:3]=[CH:4][C:5]([C:8]2[C:12]([CH2:13][O:14][C:15]3[N:16]=[CH:17][C:18]([C:19]([N:25]4[CH2:30][CH2:29][O:28][CH2:27][CH2:26]4)=[O:21])=[CH:22][CH:23]=3)=[C:11]([CH3:24])[O:10][N:9]=2)=[CH:6][CH:7]=1. The yield is 0.130. (7) The reactants are C([N:8](CC1C=CC=CC=1)[C:9]1[CH:10]=[C:11]([N:20]2[CH2:25][CH2:24][N:23]([C:26]([C:28]3[CH:33]=[CH:32][CH:31]=[CH:30][CH:29]=3)=[O:27])[CH2:22][CH2:21]2)[CH:12]=[CH:13][C:14]=1[N:15]1[CH:19]=[N:18][N:17]=[N:16]1)C1C=CC=CC=1. The catalyst is Cl.CO.[Pd]. The product is [NH2:8][C:9]1[CH:10]=[C:11]([N:20]2[CH2:25][CH2:24][N:23]([C:26]([C:28]3[CH:29]=[CH:30][CH:31]=[CH:32][CH:33]=3)=[O:27])[CH2:22][CH2:21]2)[CH:12]=[CH:13][C:14]=1[N:15]1[CH:19]=[N:18][N:17]=[N:16]1. The yield is 0.850.